Dataset: Catalyst prediction with 721,799 reactions and 888 catalyst types from USPTO. Task: Predict which catalyst facilitates the given reaction. (1) Reactant: [F:1][C:2]1[CH:3]=[C:4]([CH:13]([CH3:17])[C:14]([OH:16])=O)[CH:5]=[CH:6][C:7]=1[CH2:8][S:9]([CH3:12])(=[O:11])=[O:10].[Cl:18][C:19]1[CH:20]=[C:21]([N:25]2[C:29]([CH2:30][NH2:31])=[CH:28][C:27]([C:32]([F:35])([F:34])[F:33])=[N:26]2)[CH:22]=[CH:23][CH:24]=1.F[B-](F)(F)F.N1(OC(N(C)C)=[N+](C)C)C2C=CC=CC=2N=N1.ON1C2C=CC=CC=2N=N1.C(N(C(C)C)C(C)C)C. Product: [Cl:18][C:19]1[CH:20]=[C:21]([N:25]2[C:29]([CH2:30][NH:31][C:14](=[O:16])[CH:13]([C:4]3[CH:5]=[CH:6][C:7]([CH2:8][S:9]([CH3:12])(=[O:10])=[O:11])=[C:2]([F:1])[CH:3]=3)[CH3:17])=[CH:28][C:27]([C:32]([F:33])([F:34])[F:35])=[N:26]2)[CH:22]=[CH:23][CH:24]=1. The catalyst class is: 1. (2) Reactant: Cl[C:2](Cl)(Cl)[CH:3]([OH:5])O.[F:8][C:9]1[CH:14]=[CH:13][CH:12]=[CH:11][C:10]=1[NH2:15].[O-]S([O-])(=O)=O.[Na+].[Na+].Cl.[NH2:24][OH:25].Cl. Product: [F:8][C:9]1[CH:14]=[CH:13][CH:12]=[CH:11][C:10]=1[NH:15][C:3](=[O:5])[CH:2]=[N:24][OH:25]. The catalyst class is: 6.